Dataset: Catalyst prediction with 721,799 reactions and 888 catalyst types from USPTO. Task: Predict which catalyst facilitates the given reaction. (1) Reactant: [Cl:1][C:2]1[N:11]=[C:10]([NH:12][CH2:13][C@H:14]2[O:19][CH2:18][CH2:17][N:16]([C:20]([O:22]C(C)(C)C)=O)[CH2:15]2)[C:9]2[C:4](=[N:5][CH:6]=[CH:7][N:8]=2)[CH:3]=1.[F:27][CH:28]([F:32])C(O)=O.CN(C(ON1N=NC2C=CC=NC1=2)=[N+](C)C)C.F[P-](F)(F)(F)(F)F.CCN(C(C)C)C(C)C. Product: [Cl:1][C:2]1[N:11]=[C:10]([NH:12][CH2:13][C@@H:14]2[CH2:15][N:16]([C:20](=[O:22])[CH:28]([F:32])[F:27])[CH2:17][CH2:18][O:19]2)[C:9]2[C:4](=[N:5][CH:6]=[CH:7][N:8]=2)[CH:3]=1. The catalyst class is: 601. (2) Reactant: [C:1]([C:3]1[CH:8]=[CH:7][C:6]([C:9]2[CH:10]=[N:11][N:12]([CH2:22][C:23]([NH:25][CH2:26][CH2:27]O)=[O:24])[C:13]=2[C:14]2[CH:19]=[CH:18][C:17]([C:20]#[N:21])=[CH:16][CH:15]=2)=[CH:5][CH:4]=1)#[N:2].[Br:29]N1C(=O)CCC1=O.C1(P(C2C=CC=CC=2)C2C=CC=CC=2)C=CC=CC=1. Product: [C:1]([C:3]1[CH:8]=[CH:7][C:6]([C:9]2[CH:10]=[N:11][N:12]([CH2:22][C:23]([NH:25][CH2:26][CH2:27][Br:29])=[O:24])[C:13]=2[C:14]2[CH:19]=[CH:18][C:17]([C:20]#[N:21])=[CH:16][CH:15]=2)=[CH:5][CH:4]=1)#[N:2]. The catalyst class is: 2. (3) Reactant: [C:1]([C:4]1[CH:20]=[CH:19][C:7]2[CH2:8][CH2:9][N:10]([C:13](=[O:18])[C:14]([F:17])([F:16])[F:15])[CH2:11][CH2:12][C:6]=2[C:5]=1[OH:21])(=O)[CH3:2].B(F)(F)F.CCOCC.C([BH3-])#N.[Na+].C([SiH](CC)CC)C. Product: [CH2:1]([C:4]1[CH:20]=[CH:19][C:7]2[CH2:8][CH2:9][N:10]([C:13](=[O:18])[C:14]([F:17])([F:15])[F:16])[CH2:11][CH2:12][C:6]=2[C:5]=1[OH:21])[CH3:2]. The catalyst class is: 1. (4) Reactant: [CH2:1]([N:8]([CH2:28][CH2:29][CH2:30][C:31]([O:33][CH2:34][CH3:35])=[O:32])[C:9]1[N:13]([CH2:14][C:15]2[CH:20]=[CH:19][C:18]([O:21][CH3:22])=[CH:17][CH:16]=2)[N:12]=[CH:11][C:10]=1[C:23]([O:25]CC)=O)[C:2]1[CH:7]=[CH:6][CH:5]=[CH:4][CH:3]=1.[Li+].C[Si]([N-][Si](C)(C)C)(C)C.O. Product: [CH2:1]([N:8]1[CH2:28][CH2:29][CH:30]([C:31]([O:33][CH2:34][CH3:35])=[O:32])[C:23](=[O:25])[C:10]2[CH:11]=[N:12][N:13]([CH2:14][C:15]3[CH:16]=[CH:17][C:18]([O:21][CH3:22])=[CH:19][CH:20]=3)[C:9]1=2)[C:2]1[CH:7]=[CH:6][CH:5]=[CH:4][CH:3]=1. The catalyst class is: 1. (5) Product: [F:1][C:2]1[CH:3]=[CH:4][C:5]([C:8]2[C:18]([C:19]3[CH:20]=[CH:21][N:22]=[CH:23][CH:24]=3)=[C:11]3[CH:12]=[C:13]([CH2:16][N:48]4[C:44](=[O:54])[C:45]5[C:46](=[CH:50][CH:51]=[CH:52][CH:53]=5)[C:47]4=[O:49])[CH:14]=[CH:15][N:10]3[N:9]=2)=[CH:6][CH:7]=1. Reactant: [F:1][C:2]1[CH:7]=[CH:6][C:5]([C:8]2[C:18]([C:19]3[CH:24]=[CH:23][N:22]=[CH:21][CH:20]=3)=[C:11]3[CH:12]=[C:13]([CH2:16]O)[CH:14]=[CH:15][N:10]3[N:9]=2)=[CH:4][CH:3]=1.C1(P(C2C=CC=CC=2)C2C=CC=CC=2)C=CC=CC=1.[C:44]1(=[O:54])[NH:48][C:47](=[O:49])[C:46]2=[CH:50][CH:51]=[CH:52][CH:53]=[C:45]12.N(C(OCC)=O)=NC(OCC)=O. The catalyst class is: 116.